Predict the product of the given reaction. From a dataset of Forward reaction prediction with 1.9M reactions from USPTO patents (1976-2016). (1) Given the reactants C([C:8]1[S:12][C:11]([CH2:13][NH2:14])=[N:10][C:9]=1[C:15]([NH2:17])=O)(OC(C)(C)C)=O.C(N(CC)CC)C.FC(F)(F)C(OC(=O)C(F)(F)F)=O.O, predict the reaction product. The product is: [NH2:14][CH2:13][C:11]1[S:12][CH:8]=[C:9]([C:15]#[N:17])[N:10]=1. (2) Given the reactants O[CH:2]([C:12]1[CH:17]=[CH:16][CH:15]=[CH:14][CH:13]=1)[CH2:3][NH:4][C:5](=[O:11])[O:6][C:7]([CH3:10])([CH3:9])[CH3:8].[C:18]1(=[O:28])[NH:22][C:21](=[O:23])[C:20]2=[CH:24][CH:25]=[CH:26][CH:27]=[C:19]12.C1(P(C2C=CC=CC=2)C2C=CC=CC=2)C=CC=CC=1.CCOC(/N=N/C(OCC)=O)=O, predict the reaction product. The product is: [O:23]=[C:21]1[C:20]2[C:19](=[CH:27][CH:26]=[CH:25][CH:24]=2)[C:18](=[O:28])[N:22]1[CH:2]([C:12]1[CH:17]=[CH:16][CH:15]=[CH:14][CH:13]=1)[CH2:3][NH:4][C:5](=[O:11])[O:6][C:7]([CH3:10])([CH3:9])[CH3:8]. (3) Given the reactants Br[CH2:2][C:3]1[C:8]([C:9]([O:11][C:12]([CH3:15])([CH3:14])[CH3:13])=[O:10])=[C:7]([O:16]C(OC(C)(C)C)=O)[C:6]([C:24]([F:27])([F:26])[F:25])=[CH:5][CH:4]=1.[OH:28][C:29]1[CH:34]=[CH:33][C:32]([C:35]2[CH:40]=[CH:39][C:38]([CH2:41][C:42]([O:44]C)=[O:43])=[CH:37][C:36]=2[C:46](=[O:49])[CH2:47][CH3:48])=[CH:31][CH:30]=1, predict the reaction product. The product is: [C:12]([O:11][C:9]([C:8]1[C:7]([OH:16])=[C:6]([C:24]([F:27])([F:25])[F:26])[CH:5]=[CH:4][C:3]=1[CH2:2][O:28][C:29]1[CH:30]=[CH:31][C:32]([C:35]2[CH:40]=[CH:39][C:38]([CH2:41][C:42]([OH:44])=[O:43])=[CH:37][C:36]=2[C:46](=[O:49])[CH2:47][CH3:48])=[CH:33][CH:34]=1)=[O:10])([CH3:13])([CH3:14])[CH3:15]. (4) Given the reactants Br[C:2]1[CH:3]=[C:4]2[C:9](=[CH:10][CH:11]=1)[N:8]=[CH:7][C:6]([C:12](=[O:16])[CH:13]([CH3:15])[CH3:14])=[C:5]2[NH:17][C@H:18]1[CH2:23][CH2:22][C@H:21]([NH:24][C:25](=[O:31])[O:26][C:27]([CH3:30])([CH3:29])[CH3:28])[CH2:20][CH2:19]1.[Cl:32][C:33]1[CH:38]=[C:37](B2OC(C)(C)C(C)(C)O2)[CH:36]=[C:35]([O:48][CH3:49])[C:34]=1[OH:50], predict the reaction product. The product is: [Cl:32][C:33]1[CH:38]=[C:37]([C:2]2[CH:3]=[C:4]3[C:9](=[CH:10][CH:11]=2)[N:8]=[CH:7][C:6]([C:12](=[O:16])[CH:13]([CH3:14])[CH3:15])=[C:5]3[NH:17][C@H:18]2[CH2:19][CH2:20][C@H:21]([NH:24][C:25](=[O:31])[O:26][C:27]([CH3:30])([CH3:28])[CH3:29])[CH2:22][CH2:23]2)[CH:36]=[C:35]([O:48][CH3:49])[C:34]=1[OH:50].